This data is from Full USPTO retrosynthesis dataset with 1.9M reactions from patents (1976-2016). The task is: Predict the reactants needed to synthesize the given product. (1) Given the product [Cl:1][C:2]1[CH:10]=[C:9]([N:11]2[CH2:16][CH2:15][O:14][CH2:13][CH2:12]2)[CH:8]=[CH:7][C:3]=1[C:4]([NH:17][C:18]1[CH:19]=[CH:20][C:21]2[CH2:25][O:24][B:23]([OH:26])[C:22]=2[CH:27]=1)=[O:6], predict the reactants needed to synthesize it. The reactants are: [Cl:1][C:2]1[CH:10]=[C:9]([N:11]2[CH2:16][CH2:15][O:14][CH2:13][CH2:12]2)[CH:8]=[CH:7][C:3]=1[C:4]([OH:6])=O.[NH2:17][C:18]1[CH:19]=[CH:20][C:21]2[CH2:25][O:24][B:23]([OH:26])[C:22]=2[CH:27]=1. (2) Given the product [Br:11][C:8]1[CH:7]=[C:6]2[C:5](=[CH:10][CH:9]=1)[C:4](=[O:13])[N:43]([CH2:42][CH:41]([F:44])[F:40])[CH2:12]2, predict the reactants needed to synthesize it. The reactants are: C(O[C:4](=[O:13])[C:5]1[CH:10]=[CH:9][C:8]([Br:11])=[CH:7][C:6]=1[CH3:12])C.BrN1C(=O)CCC1=O.C(OOC(=O)C1C=CC=CC=1)(=O)C1C=CC=CC=1.[F:40][CH:41]([F:44])[CH2:42][NH2:43].C(N(CC)CC)C.